From a dataset of Peptide-MHC class I binding affinity with 185,985 pairs from IEDB/IMGT. Regression. Given a peptide amino acid sequence and an MHC pseudo amino acid sequence, predict their binding affinity value. This is MHC class I binding data. (1) The peptide sequence is LIHQGMHMV. The MHC is HLA-A02:02 with pseudo-sequence HLA-A02:02. The binding affinity (normalized) is 0.488. (2) The peptide sequence is NTASRPVLNTI. The MHC is Mamu-A01 with pseudo-sequence Mamu-A01. The binding affinity (normalized) is 0.125. (3) The peptide sequence is ITPNYMKLL. The MHC is Mamu-A01 with pseudo-sequence Mamu-A01. The binding affinity (normalized) is 0.753.